Dataset: Reaction yield outcomes from USPTO patents with 853,638 reactions. Task: Predict the reaction yield, written as a fraction of the theoretical maximum amount of product (1.0 means a 100% yield; for example, 0.34 means a 34% yield). The reactants are [CH:1]1([NH:4][C:5]2[S:6][C:7]([C:10]([OH:12])=O)=[CH:8][N:9]=2)[CH2:3][CH2:2]1.CCN(CC)CC.[C:20]1([CH:26]2[CH2:31][CH2:30][NH:29][CH2:28][CH2:27]2)[CH:25]=[CH:24][CH:23]=[CH:22][CH:21]=1.C(P1(=O)OP(CCC)(=O)OP(CCC)(=O)O1)CC. The catalyst is C(Cl)Cl. The product is [CH:1]1([NH:4][C:5]2[S:6][C:7]([C:10]([N:29]3[CH2:30][CH2:31][CH:26]([C:20]4[CH:25]=[CH:24][CH:23]=[CH:22][CH:21]=4)[CH2:27][CH2:28]3)=[O:12])=[CH:8][N:9]=2)[CH2:2][CH2:3]1. The yield is 0.450.